Regression. Given a peptide amino acid sequence and an MHC pseudo amino acid sequence, predict their binding affinity value. This is MHC class II binding data. From a dataset of Peptide-MHC class II binding affinity with 134,281 pairs from IEDB. (1) The peptide sequence is DLGCGRGGWCYYAAA. The MHC is DRB1_0701 with pseudo-sequence DRB1_0701. The binding affinity (normalized) is 0.293. (2) The peptide sequence is TKGEGGVWTF. The MHC is DRB1_1101 with pseudo-sequence DRB1_1101. The binding affinity (normalized) is 0. (3) The peptide sequence is YNEPTAAAIAYGLDR. The MHC is HLA-DQA10401-DQB10402 with pseudo-sequence HLA-DQA10401-DQB10402. The binding affinity (normalized) is 0.452. (4) The peptide sequence is AQQSKLAQRRVFHGV. The MHC is DRB3_0202 with pseudo-sequence DRB3_0202. The binding affinity (normalized) is 0. (5) The peptide sequence is KKFILATDIAEMGANLC. The MHC is DRB3_0301 with pseudo-sequence DRB3_0301. The binding affinity (normalized) is 0.750. (6) The peptide sequence is SLELELIGSKRILDE. The MHC is DRB1_0405 with pseudo-sequence DRB1_0405. The binding affinity (normalized) is 0.559. (7) The peptide sequence is WTQSLRRGLSAWTTS. The binding affinity (normalized) is 0.291. The MHC is DRB1_0405 with pseudo-sequence DRB1_0405.